The task is: Predict the reactants needed to synthesize the given product.. This data is from Full USPTO retrosynthesis dataset with 1.9M reactions from patents (1976-2016). (1) The reactants are: [Cl:1][C:2]1[CH:7]=[CH:6][CH:5]=[C:4](Cl)[C:3]=1[N+:9]([O-:11])=[O:10].C[O-:13].[Na+]. Given the product [Cl:1][C:2]1[C:3]([N+:9]([O-:11])=[O:10])=[C:4]([OH:13])[CH:5]=[CH:6][CH:7]=1, predict the reactants needed to synthesize it. (2) Given the product [C:16]([C:18]1[CH:23]=[CH:22][C:21]([CH2:24][C:25]2[C:2]([OH:15])=[C:3]([C:32]([OH:35])=[O:34])[C:4]3[C:9](=[C:8]4[CH2:10][CH2:11][CH2:12][CH2:13][C:7]4=[CH:6][CH:5]=3)[N:1]=2)=[CH:20][CH:19]=1)#[N:17], predict the reactants needed to synthesize it. The reactants are: [NH:1]1[C:9]2[C:4](=[CH:5][CH:6]=[C:7]3[CH2:13][CH2:12][CH2:11][CH2:10][C:8]3=2)[C:3](=O)[C:2]1=[O:15].[C:16]([C:18]1[CH:23]=[CH:22][C:21]([CH2:24][C:25](=O)COC(=O)C)=[CH:20][CH:19]=1)#[N:17].[C:32]([OH:35])(=[O:34])C.